Predict the reactants needed to synthesize the given product. From a dataset of Full USPTO retrosynthesis dataset with 1.9M reactions from patents (1976-2016). (1) Given the product [F:1][C:2]1[CH:3]=[C:4]([N:8]2[C:11](=[O:15])[CH2:12][S:13][C:9]2=[S:10])[CH:5]=[CH:6][CH:7]=1, predict the reactants needed to synthesize it. The reactants are: [F:1][C:2]1[CH:3]=[C:4]([N:8]=[C:9]=[S:10])[CH:5]=[CH:6][CH:7]=1.[C:11]([O:15]C)(=O)[CH2:12][SH:13].C(N(CC)CC)C. (2) Given the product [N:2]12[CH2:9][CH2:8][CH:5]([CH2:6][CH2:7]1)[CH:4]([C:10]([O:12][CH:33]([C:27]1[CH:32]=[CH:31][CH:30]=[CH:29][CH:28]=1)[CH2:34][C:35]1[CH:40]=[CH:39][CH:38]=[CH:37][CH:36]=1)=[O:11])[CH2:3]2, predict the reactants needed to synthesize it. The reactants are: Cl.[N:2]12[CH2:9][CH2:8][CH:5]([CH2:6][CH2:7]1)[CH:4]([C:10]([OH:12])=[O:11])[CH2:3]2.C(Cl)CCl.C1C=CC2N(O)N=NC=2C=1.[C:27]1([CH:33](O)[CH2:34][C:35]2[CH:40]=[CH:39][CH:38]=[CH:37][CH:36]=2)[CH:32]=[CH:31][CH:30]=[CH:29][CH:28]=1. (3) Given the product [C:17]([C:20]1[S:24][C:23]2[C:25]3[C:30]([CH2:31][CH2:32][C:22]=2[CH:21]=1)=[CH:29][C:28]([O:33][CH2:1][CH2:2][CH2:3][CH3:4])=[CH:27][CH:26]=3)(=[O:19])[CH3:18], predict the reactants needed to synthesize it. The reactants are: [CH2:1](I)[CH2:2][CH2:3][CH3:4].C(=O)([O-])[O-].[K+].[K+].CN(C)C=O.[C:17]([C:20]1[S:24][C:23]2[C:25]3[C:30]([CH2:31][CH2:32][C:22]=2[CH:21]=1)=[CH:29][C:28]([OH:33])=[CH:27][CH:26]=3)(=[O:19])[CH3:18]. (4) Given the product [Br:20][C:5]1[C:6]([NH:9][C@@H:10]2[C@@H:15]3[CH2:16][C@@H:12]([CH:13]=[CH:14]3)[C@@H:11]2[C:17]([NH2:19])=[O:18])=[C:7]2[N:8]=[C:24]([C:23]3[CH:26]=[CH:27][C:28]([N:30]4[CH2:35][CH2:34][O:33][CH2:32][CH2:31]4)=[CH:29][C:22]=3[CH3:21])[NH:1][C:2]2=[N:3][CH:4]=1, predict the reactants needed to synthesize it. The reactants are: [NH2:1][C:2]1[C:7]([NH2:8])=[C:6]([NH:9][C@@H:10]2[C@@H:15]3[CH2:16][C@@H:12]([CH:13]=[CH:14]3)[C@@H:11]2[C:17]([NH2:19])=[O:18])[C:5]([Br:20])=[CH:4][N:3]=1.[CH3:21][C:22]1[CH:29]=[C:28]([N:30]2[CH2:35][CH2:34][O:33][CH2:32][CH2:31]2)[CH:27]=[CH:26][C:23]=1[CH:24]=O.C([O-])(=O)C.[NH4+]. (5) Given the product [CH3:54][O:55][C:56](=[O:70])[CH:57]([O:69][P:36]([CH:39]([NH:43][C:44]([O:46][CH2:47][C:48]1[CH:53]=[CH:52][CH:51]=[CH:50][CH:49]=1)=[O:45])[CH:40]([CH3:42])[CH3:41])([O:35][CH3:34])=[O:37])[CH2:58][CH2:59][CH2:60][NH:61][C:62]([O:64][C:65]([CH3:67])([CH3:66])[CH3:68])=[O:63], predict the reactants needed to synthesize it. The reactants are: C1CN([P+](ON2N=NC3C=CC=CC2=3)(N2CCCC2)N2CCCC2)CC1.F[P-](F)(F)(F)(F)F.[CH3:34][O:35][P:36]([CH:39]([NH:43][C:44]([O:46][CH2:47][C:48]1[CH:53]=[CH:52][CH:51]=[CH:50][CH:49]=1)=[O:45])[CH:40]([CH3:42])[CH3:41])(=O)[OH:37].[CH3:54][O:55][C:56](=[O:70])[CH:57]([OH:69])[CH2:58][CH2:59][CH2:60][NH:61][C:62]([O:64][C:65]([CH3:68])([CH3:67])[CH3:66])=[O:63].CCN(C(C)C)C(C)C. (6) Given the product [C:1]([O:4][C@H:5]1[C@H:13]([O:14][C:15](=[O:17])[CH3:16])[C@@H:12]([CH2:18][OH:19])[O:11][C@H:7]([S:8][CH2:9][CH3:10])[C@H:6]1[N:27]=[N+:28]=[N-:29])(=[O:3])[CH3:2], predict the reactants needed to synthesize it. The reactants are: [C:1]([O:4][C@H:5]1[C@H:13]([O:14][C:15](=[O:17])[CH3:16])[C@@H:12]([CH2:18][O:19][Si](C(C)(C)C)(C)C)[O:11][C@H:7]([S:8][CH2:9][CH3:10])[C@H:6]1[N:27]=[N+:28]=[N-:29])(=[O:3])[CH3:2].